From a dataset of Full USPTO retrosynthesis dataset with 1.9M reactions from patents (1976-2016). Predict the reactants needed to synthesize the given product. (1) Given the product [CH:37]1([N:28]2[CH2:29][C:30]([F:35])([F:36])[C:31](=[O:34])[N:32]([CH3:33])[C:26]3[CH:25]=[N:24][C:23]([NH:22][C:19]4[CH:20]=[CH:21][C:16]([C:15]([NH:14][CH:11]5[CH2:10][CH2:9][NH:8][CH2:13][CH2:12]5)=[O:45])=[CH:17][C:18]=4[CH2:43][CH3:44])=[N:42][C:27]2=3)[CH2:41][CH2:40][CH2:39][CH2:38]1, predict the reactants needed to synthesize it. The reactants are: C(OC([N:8]1[CH2:13][CH2:12][CH:11]([NH:14][C:15](=[O:45])[C:16]2[CH:21]=[CH:20][C:19]([NH:22][C:23]3[N:24]=[CH:25][C:26]4[N:32]([CH3:33])[C:31](=[O:34])[C:30]([F:36])([F:35])[CH2:29][N:28]([CH:37]5[CH2:41][CH2:40][CH2:39][CH2:38]5)[C:27]=4[N:42]=3)=[C:18]([CH2:43][CH3:44])[CH:17]=2)[CH2:10][CH2:9]1)=O)(C)(C)C.FC(F)(F)C(O)=O. (2) Given the product [CH2:21]1[CH:25]2[CH2:26][N:27]([CH2:1][C:3]3[CH:4]=[CH:5][C:6]([C:9]4[C:17]5[C:12](=[CH:13][CH:14]=[C:15]([C:18]#[N:19])[CH:16]=5)[NH:11][C:10]=4[OH:20])=[N:7][CH:8]=3)[CH2:28][CH:24]2[CH2:23][O:22]1, predict the reactants needed to synthesize it. The reactants are: [CH:1]([C:3]1[CH:4]=[CH:5][C:6]([C:9]2[C:17]3[C:12](=[CH:13][CH:14]=[C:15]([C:18]#[N:19])[CH:16]=3)[NH:11][C:10]=2[OH:20])=[N:7][CH:8]=1)=O.[CH2:21]1[CH:25]2[CH2:26][NH:27][CH2:28][CH:24]2[CH2:23][O:22]1.C(O[BH-](OC(=O)C)OC(=O)C)(=O)C.[Na+]. (3) Given the product [Br:2][C:3]1[C:4]([CH3:10])=[CH:5][C:6]([O:15][CH:13]([CH3:14])[CH3:12])=[N:7][CH:8]=1, predict the reactants needed to synthesize it. The reactants are: [Na].[Br:2][C:3]1[C:4]([CH3:10])=[CH:5][C:6](Cl)=[N:7][CH:8]=1.Cl.[CH3:12][CH:13]([OH:15])[CH3:14]. (4) Given the product [NH2:6][C:7]1[N:11]([C:12]2[CH:20]=[CH:19][C:15]([C:16]([N:47]3[CH2:48][CH2:49][N:44]([CH3:43])[CH2:45][CH2:46]3)=[O:17])=[CH:14][CH:13]=2)[N:10]=[C:9]([C:21]2[CH:26]=[CH:25][C:24]([C:27]([O:29][CH3:30])=[O:28])=[CH:23][CH:22]=2)[CH:8]=1, predict the reactants needed to synthesize it. The reactants are: C1COCC1.[NH2:6][C:7]1[N:11]([C:12]2[CH:20]=[CH:19][C:15]([C:16](O)=[O:17])=[CH:14][CH:13]=2)[N:10]=[C:9]([C:21]2[CH:26]=[CH:25][C:24]([C:27]([O:29][CH3:30])=[O:28])=[CH:23][CH:22]=2)[CH:8]=1.C1N=CN(C(N2C=NC=C2)=O)C=1.[CH3:43][N:44]1[CH2:49][CH2:48][NH:47][CH2:46][CH2:45]1. (5) Given the product [CH2:1]([S:5][C:6]1[CH:14]=[CH:13][C:12]([S:15]([CH3:18])(=[O:17])=[O:16])=[CH:11][C:7]=1[C:8]([N:30]1[CH2:29][CH2:28][N:27]([C:24]2[CH:23]=[CH:22][C:21]([C:20]([F:33])([F:34])[F:19])=[CH:26][CH:25]=2)[CH2:32][CH2:31]1)=[O:10])[CH:2]([CH3:3])[CH3:4], predict the reactants needed to synthesize it. The reactants are: [CH2:1]([S:5][C:6]1[CH:14]=[CH:13][C:12]([S:15]([CH3:18])(=[O:17])=[O:16])=[CH:11][C:7]=1[C:8]([OH:10])=O)[CH:2]([CH3:4])[CH3:3].[F:19][C:20]([F:34])([F:33])[C:21]1[CH:26]=[CH:25][C:24]([N:27]2[CH2:32][CH2:31][NH:30][CH2:29][CH2:28]2)=[CH:23][CH:22]=1. (6) Given the product [C:1]([O:4][CH2:5][C:6]1[C:7]([CH3:36])=[C:8]([NH:14][C:15]([C:17]2[S:18][CH:19]=[CH:20][C:21]=2[S:22](=[O:24])(=[O:23])[NH:25][C:29]2[O:33][N:32]=[C:31]([CH3:34])[C:30]=2[CH3:35])=[O:16])[C:9]([CH3:13])=[CH:10][C:11]=1[CH3:12])(=[O:3])[CH3:2], predict the reactants needed to synthesize it. The reactants are: [C:1]([O:4][CH2:5][C:6]1[C:7]([CH3:36])=[C:8]([NH:14][C:15]([C:17]2[S:18][CH:19]=[CH:20][C:21]=2[S:22]([N:25]([C:29]2[O:33][N:32]=[C:31]([CH3:34])[C:30]=2[CH3:35])COC)(=[O:24])=[O:23])=[O:16])[C:9]([CH3:13])=[CH:10][C:11]=1[CH3:12])(=[O:3])[CH3:2]. (7) Given the product [C:19]([O:22][CH2:23][C@H:24]1[CH2:29][C@@H:28]([OH:30])[CH2:27][CH2:26][C@@:25]1([C@H:49]1[CH2:57][CH2:56][C@@:55]2([CH3:58])[C@@H:51]([CH2:52][CH2:53][C@@:54]2([OH:64])[C:59]2[S:60][CH:61]=[CH:62][N:63]=2)[C@@H:50]1[CH2:65][N:66]=[N+:67]=[N-:68])[CH3:48])(=[O:21])[CH3:20], predict the reactants needed to synthesize it. The reactants are: CCCC[N+](CCCC)(CCCC)CCCC.[F-].[C:19]([O:22][CH2:23][C@H:24]1[CH2:29][C@@H:28]([O:30][Si](C(C)(C)C)(C2C=CC=CC=2)C2C=CC=CC=2)[CH2:27][CH2:26][C@@:25]1([C@H:49]1[CH2:57][CH2:56][C@@:55]2([CH3:58])[C@@H:51]([CH2:52][CH2:53][C@@:54]2([OH:64])[C:59]2[S:60][CH:61]=[CH:62][N:63]=2)[C@@H:50]1[CH2:65][N:66]=[N+:67]=[N-:68])[CH3:48])(=[O:21])[CH3:20].